Dataset: Forward reaction prediction with 1.9M reactions from USPTO patents (1976-2016). Task: Predict the product of the given reaction. (1) The product is: [CH:32]1([CH2:35][N:21]2[C:22]3[C:27](=[CH:26][CH:25]=[C:24]([F:28])[CH:23]=3)[C:19]([CH:16]3[CH2:15][CH2:14][N:13]([CH2:12][CH2:11][O:10][C:5]4[CH:6]=[CH:7][CH:8]=[CH:9][C:4]=4[C:3]([OH:2])=[O:29])[CH2:18][CH2:17]3)=[CH:20]2)[CH2:34][CH2:33]1. Given the reactants C[O:2][C:3](=[O:29])[C:4]1[CH:9]=[CH:8][CH:7]=[CH:6][C:5]=1[O:10][CH2:11][CH2:12][N:13]1[CH2:18][CH2:17][CH:16]([C:19]2[C:27]3[C:22](=[CH:23][C:24]([F:28])=[CH:25][CH:26]=3)[NH:21][CH:20]=2)[CH2:15][CH2:14]1.[H-].[Na+].[CH:32]1([CH2:35]Br)[CH2:34][CH2:33]1, predict the reaction product. (2) Given the reactants [C:1]([O:5][C:6](=[O:20])[NH:7][CH:8]1[C:16]2[C:11](=[CH:12][CH:13]=[C:14]([N+:17]([O-])=O)[CH:15]=2)[CH2:10][CH2:9]1)([CH3:4])([CH3:3])[CH3:2].[O-][Si]([O-])=O.[Mg+2], predict the reaction product. The product is: [C:1]([O:5][C:6](=[O:20])[NH:7][CH:8]1[C:16]2[C:11](=[CH:12][CH:13]=[C:14]([NH2:17])[CH:15]=2)[CH2:10][CH2:9]1)([CH3:4])([CH3:2])[CH3:3]. (3) Given the reactants [OH:1][C:2]1[CH:10]=[C:9]2[C:5]([CH2:6][CH2:7][CH2:8]2)=[CH:4][C:3]=1[C:11]([C:13]1[CH:18]=[CH:17][CH:16]=[CH:15][CH:14]=1)=O.C(N(CC)CC)C.C([CH:28]([CH2:32][C:33](Cl)=[O:34])[C:29](Cl)=[O:30])C.[OH2:36], predict the reaction product. The product is: [O:34]=[C:33]1[C:32]([CH2:28][C:29]([OH:30])=[O:36])=[C:11]([C:13]2[CH:18]=[CH:17][CH:16]=[CH:15][CH:14]=2)[C:3]2[C:2](=[CH:10][C:9]3[CH2:8][CH2:7][CH2:6][C:5]=3[CH:4]=2)[O:1]1.